Task: Predict the reactants needed to synthesize the given product.. Dataset: Full USPTO retrosynthesis dataset with 1.9M reactions from patents (1976-2016) (1) The reactants are: F[C:2]1[CH:7]=[C:6]([F:8])[CH:5]=[CH:4][C:3]=1[C:9]1[N:14]=[CH:13][N:12]=[C:11]([NH:15][C:16]2[CH:17]=[C:18]([CH:29]=[CH:30][CH:31]=2)[CH2:19][S:20](=[N:23]C(=O)OCC)([CH3:22])=[O:21])[N:10]=1.[CH2:32]([OH:35])[CH:33]=[CH2:34]. Given the product [F:8][C:6]1[CH:5]=[CH:4][C:3]([C:9]2[N:14]=[CH:13][N:12]=[C:11]([NH:15][C:16]3[CH:31]=[CH:30][CH:29]=[C:18]([CH2:19][S:20]([CH3:22])(=[NH:23])=[O:21])[CH:17]=3)[N:10]=2)=[C:2]([O:35][CH2:32][CH:33]=[CH2:34])[CH:7]=1, predict the reactants needed to synthesize it. (2) Given the product [CH:1]1([CH2:4][O:5][C:6]2[CH:11]=[CH:10][N:9]=[CH:8][C:7]=2[NH2:12])[CH2:2][CH2:3]1, predict the reactants needed to synthesize it. The reactants are: [CH:1]1([CH2:4][O:5][C:6]2[CH:11]=[CH:10][N:9]=[CH:8][C:7]=2[N+:12]([O-])=O)[CH2:3][CH2:2]1. (3) Given the product [CH2:7]([O:6][C:5]1[CH:4]=[C:3]([CH:12]=[C:11]([I:13])[C:9]=1[OH:10])[CH:2]=[O:1])[CH3:8], predict the reactants needed to synthesize it. The reactants are: [O:1]=[CH:2][C:3]1[CH:12]=[CH:11][C:9]([OH:10])=[C:5]([O:6][CH2:7][CH3:8])[CH:4]=1.[I-:13].[Na+].ClN1C(=O)CCC1=O.O. (4) Given the product [OH:14][C:12]([CH3:15])([CH3:13])[CH2:11][O:1][C:2]1[CH:9]=[CH:8][C:5]([CH:6]=[O:7])=[CH:4][CH:3]=1, predict the reactants needed to synthesize it. The reactants are: [OH:1][C:2]1[CH:9]=[CH:8][C:5]([CH:6]=[O:7])=[CH:4][CH:3]=1.Cl[CH2:11][C:12]([CH3:15])([OH:14])[CH3:13].C(=O)([O-])[O-].[Na+].[Na+].C(=O)(O)[O-].[Na+]. (5) Given the product [CH3:8][N:9]([CH2:11][C:12]1[C:20]2[O:19][N:18]=[C:17]([CH2:21][CH2:22][CH:23]3[CH2:28][CH2:27][N:26]([CH2:6][C:2]4[O:1][CH:5]=[CH:4][CH:3]=4)[CH2:25][CH2:24]3)[C:16]=2[CH:15]=[CH:14][C:13]=1[O:29][CH2:30][CH:31]1[CH2:32][CH2:33]1)[CH3:10], predict the reactants needed to synthesize it. The reactants are: [O:1]1[CH:5]=[CH:4][CH:3]=[C:2]1[CH:6]=O.[CH3:8][N:9]([CH2:11][C:12]1[C:20]2[O:19][N:18]=[C:17]([CH2:21][CH2:22][CH:23]3[CH2:28][CH2:27][NH:26][CH2:25][CH2:24]3)[C:16]=2[CH:15]=[CH:14][C:13]=1[O:29][CH2:30][CH:31]1[CH2:33][CH2:32]1)[CH3:10]. (6) Given the product [Cl:30][CH2:14][C:11]1[CH:12]=[CH:13][C:8]2[S:7][C:6]3[N:16]=[CH:17][CH:18]=[N:19][C:5]=3[N:4]([CH2:3][O:2][CH3:1])[C:9]=2[CH:10]=1, predict the reactants needed to synthesize it. The reactants are: [CH3:1][O:2][CH2:3][N:4]1[C:9]2[CH:10]=[C:11]([CH2:14]O)[CH:12]=[CH:13][C:8]=2[S:7][C:6]2[N:16]=[CH:17][CH:18]=[N:19][C:5]1=2.N1C=CC=CC=1.CS([Cl:30])(=O)=O.C(Cl)Cl.C(=O)([O-])O.[Na+]. (7) Given the product [OH:32][C@@H:27]1[CH2:28][CH2:29][CH2:30][CH2:31][C@H:26]1[NH:25][C:4]1[S:5][C:6]2[CH:12]=[C:11]([CH2:13][C:14]3[N:18]4[N:19]=[C:20]([C:23]#[N:24])[CH:21]=[CH:22][C:17]4=[N:16][CH:15]=3)[CH:10]=[CH:9][C:7]=2[N:8]=1, predict the reactants needed to synthesize it. The reactants are: CS([C:4]1[S:5][C:6]2[CH:12]=[C:11]([CH2:13][C:14]3[N:18]4[N:19]=[C:20]([C:23]#[N:24])[CH:21]=[CH:22][C:17]4=[N:16][CH:15]=3)[CH:10]=[CH:9][C:7]=2[N:8]=1)=O.[NH2:25][C@@H:26]1[CH2:31][CH2:30][CH2:29][CH2:28][C@H:27]1[OH:32].CCN(C(C)C)C(C)C.O. (8) Given the product [NH2:3][C:4]1[NH:8][N:7]=[C:6]([O:9][CH2:10][CH2:11][OH:12])[CH:5]=1, predict the reactants needed to synthesize it. The reactants are: [OH-].[Na+].[NH2:3][C:4]1[NH:8][N:7]=[C:6]([O:9][CH2:10][CH2:11][OH:12])[C:5]=1C(OCC)=O. (9) Given the product [S:1](=[C:4]1[N:9]([C:10]([N:12]2[CH2:13][CH2:14][O:15][CH2:16][CH2:17]2)=[O:11])[CH2:8][CH2:7][NH:6][C@@H:5]1[C:18]([NH2:21])=[O:20])(=[O:2])=[O:3], predict the reactants needed to synthesize it. The reactants are: [S:1](=[C:4]1[N:9]([C:10]([N:12]2[CH2:17][CH2:16][O:15][CH2:14][CH2:13]2)=[O:11])[CH2:8][CH2:7][NH:6][C@@H:5]1[C:18]([O-:20])=O)(=[O:3])=[O:2].[NH2:21]O.Cl. (10) The reactants are: [NH:1]1[C:9]2[C:4](=[CH:5][CH:6]=[CH:7][CH:8]=2)[C:3]([CH2:10][CH2:11][NH:12][CH2:13][C:14]2[CH:19]=[CH:18][C:17]([I:20])=[CH:16][CH:15]=2)=[CH:2]1.Br[CH2:22][CH2:23][O:24][Si:25]([C:28]([CH3:31])([CH3:30])[CH3:29])([CH3:27])[CH3:26].CCN(C(C)C)C(C)C. Given the product [NH:1]1[C:9]2[C:4](=[CH:5][CH:6]=[CH:7][CH:8]=2)[C:3]([CH2:10][CH2:11][N:12]([CH2:13][C:14]2[CH:15]=[CH:16][C:17]([I:20])=[CH:18][CH:19]=2)[CH2:22][CH2:23][O:24][Si:25]([C:28]([CH3:31])([CH3:30])[CH3:29])([CH3:27])[CH3:26])=[CH:2]1, predict the reactants needed to synthesize it.